This data is from Reaction yield outcomes from USPTO patents with 853,638 reactions. The task is: Predict the reaction yield, written as a fraction of the theoretical maximum amount of product (1.0 means a 100% yield; for example, 0.34 means a 34% yield). (1) The reactants are Cl[C:2]1C=C(C=CC=1Cl)CC1CC2CCC1C[NH:9]2.C[N:19]1[C:23](C)=[C:22](C=[O:26])[C:21](=[O:27])N1C1C=CC=CC=1.[BH-]([O:43][C:44]([CH3:46])=[O:45])([O:43][C:44]([CH3:46])=[O:45])[O:43][C:44]([CH3:46])=[O:45].[Na+].Cl[CH2:49][CH2:50]Cl. No catalyst specified. The product is [NH4+:9].[OH-:26].[CH3:2][O:43][C:44](=[O:45])[C:46]1[CH:50]=[CH:49][C:23]([NH2:19])=[CH:22][C:21]=1[OH:27]. The yield is 0.100. (2) The reactants are [CH:1]([C:4]1[CH:12]=[CH:11][C:10]2[NH:9][C:8]3[CH2:13][CH2:14][N:15]([CH3:17])[CH2:16][C:7]=3[C:6]=2[CH:5]=1)([CH3:3])[CH3:2].[OH-].[K+].[CH3:20][C:21]1[N:26]=[CH:25][C:24]([CH:27]=[CH2:28])=[CH:23][N:22]=1. The product is [CH:1]([C:4]1[CH:12]=[CH:11][C:10]2[N:9]([CH2:28][CH2:27][C:24]3[CH:23]=[N:22][C:21]([CH3:20])=[N:26][CH:25]=3)[C:8]3[CH2:13][CH2:14][N:15]([CH3:17])[CH2:16][C:7]=3[C:6]=2[CH:5]=1)([CH3:3])[CH3:2]. The catalyst is CN1CCCC1=O.O. The yield is 0.240. (3) The reactants are [CH3:1][C:2]1[CH:36]=[CH:35][CH:34]=[CH:33][C:3]=1[CH2:4][O:5][C:6]1[CH:7]=[C:8]([CH:22]=[C:23]([O:25][CH2:26][C:27]2[CH:31]=[C:30]([CH3:32])[O:29][N:28]=2)[CH:24]=1)[C:9]([NH:11][C:12]1[N:17]=[CH:16][C:15]([C:18]([O:20]C)=[O:19])=[CH:14][CH:13]=1)=[O:10].[OH-].[Na+].Cl. The catalyst is C1COCC1.O. The product is [CH3:1][C:2]1[CH:36]=[CH:35][CH:34]=[CH:33][C:3]=1[CH2:4][O:5][C:6]1[CH:7]=[C:8]([CH:22]=[C:23]([O:25][CH2:26][C:27]2[CH:31]=[C:30]([CH3:32])[O:29][N:28]=2)[CH:24]=1)[C:9]([NH:11][C:12]1[N:17]=[CH:16][C:15]([C:18]([OH:20])=[O:19])=[CH:14][CH:13]=1)=[O:10]. The yield is 0.700. (4) The catalyst is O. The product is [C:11]([O:10][C:8]([N:6]1[CH2:7][C@@H:3]([C:1]#[N:2])[CH2:4][C@H:5]1[C:15]([OH:17])=[O:16])=[O:9])([CH3:14])([CH3:12])[CH3:13]. The reactants are [C:1]([C@@H:3]1[CH2:7][N:6]([C:8]([O:10][C:11]([CH3:14])([CH3:13])[CH3:12])=[O:9])[C@H:5]([C:15]([O:17]C)=[O:16])[CH2:4]1)#[N:2].[Li+].[OH-].OS([O-])(=O)=O.[Na+]. The yield is 0.990. (5) The catalyst is CN(C=O)C. The product is [CH2:28]([NH:31][C:21](=[O:22])[C:20]1[CH:24]=[CH:25][CH:26]=[CH:27][C:19]=1[NH:18][C:14]1[CH:13]=[C:12]2[C:17]([C:9](/[CH:8]=[CH:7]/[C:2]3[CH:3]=[CH:4][CH:5]=[CH:6][N:1]=3)=[N:10][NH:11]2)=[CH:16][CH:15]=1)[C:29]#[CH:30]. The yield is 0.590. The reactants are [N:1]1[CH:6]=[CH:5][CH:4]=[CH:3][C:2]=1[C:7]#[C:8][C:9]1[C:17]2[C:12](=[CH:13][C:14]([NH:18][C:19]3[CH:27]=[CH:26][CH:25]=[CH:24][C:20]=3[C:21](O)=[O:22])=[CH:15][CH:16]=2)[NH:11][N:10]=1.[CH2:28]([NH2:31])[C:29]#[CH:30].C(N(CC)CC)C.CN(C(ON1N=NC2C=CC=NC1=2)=[N+](C)C)C.F[P-](F)(F)(F)(F)F. (6) The reactants are [CH3:1][O:2][C:3](=[O:61])[NH:4][CH:5]([C:9]([N:11]1[CH2:15][CH2:14][CH2:13][CH:12]1[C:16]1[NH:17][C:18]([C:21]2[CH:30]=[CH:29][C:28]3[C:23](=CC=[C:26]([C:31]4[CH:36]=[CH:35][C:34]([C:37]5[NH:38][C:39]([C@@H:42]6[CH2:46][CH2:45][CH2:44][N:43]6[C:47](=[O:60])[CH:48]([NH:55][C:56]([O:58][CH3:59])=[O:57])[C:49]6[CH:54]=[CH:53][CH:52]=[CH:51][CH:50]=6)=[N:40][CH:41]=5)=[CH:33][CH:32]=4)[CH:27]=3)[CH:22]=2)=[CH:19][N:20]=1)=[O:10])[CH:6]([CH3:8])[CH3:7].COC(=O)N[CH:66](C(N1CCCC1C1NC(C2C=CC(Br)=CC=2)=CN=1)=O)[CH:67](C)C.C(OC(N1CCCC1C1NC(C2C=CC3C(=CC=C(B4OC(C)(C)C(C)(C)O4)C=3)C=2)=CN=1)=O)(C)(C)C. No catalyst specified. The product is [CH3:1][O:2][C:3](=[O:61])[NH:4][CH:5]([C:9]([N:11]1[CH2:15][CH2:14][CH2:13][CH:12]1[C:16]1[NH:17][C:18]([C:21]2[CH:22]=[CH:23][C:28]([C:27]3[CH:67]=[CH:66][C:32]4[C:31](=[CH:36][CH:35]=[C:34]([C:37]5[NH:38][C:39]([CH:42]6[CH2:46][CH2:45][CH2:44][N:43]6[C:47](=[O:60])[CH:48]([NH:55][C:56]([O:58][CH3:59])=[O:57])[C:49]6[CH:50]=[CH:51][CH:52]=[CH:53][CH:54]=6)=[N:40][CH:41]=5)[CH:33]=4)[CH:26]=3)=[CH:29][CH:30]=2)=[CH:19][N:20]=1)=[O:10])[CH:6]([CH3:8])[CH3:7]. The yield is 0.540. (7) The reactants are [NH:1]1[C:9]2[C:4](=[CH:5][C:6]([CH:10]([C:12]3[CH:17]=[CH:16][CH:15]=[CH:14][CH:13]=3)O)=[CH:7][CH:8]=2)[CH:3]=[N:2]1.C(Cl)Cl.[CH3:21][O:22][C:23]([O:27][Si](C)(C)C)=[C:24]([CH3:26])[CH3:25]. The catalyst is C1COCC1.Cl[Ti](Cl)(Cl)Cl. The product is [NH:1]1[C:9]2[C:4](=[CH:5][C:6]([CH:10]([C:12]3[CH:17]=[CH:16][CH:15]=[CH:14][CH:13]=3)[C:24]([CH3:26])([CH3:25])[C:23]([O:22][CH3:21])=[O:27])=[CH:7][CH:8]=2)[CH:3]=[N:2]1. The yield is 0.660. (8) The reactants are [CH:1]([C:3]1[CH:4]=[CH:5][CH:6]=[C:7]2[C:11]=1[NH:10][CH:9]=[CH:8]2)=[CH2:2].[OH-:12].[Na+].OO.O.[Cl-].[NH4+]. The catalyst is C1COCC1. The product is [NH:10]1[C:11]2[C:7](=[CH:6][CH:5]=[CH:4][C:3]=2[CH2:1][CH2:2][OH:12])[CH:8]=[CH:9]1. The yield is 0.440. (9) The reactants are [Si]([O:8][CH2:9][C:10]1[C:19]([Cl:20])=[CH:18][C:13]([C:14]([O:16][CH3:17])=[O:15])=[C:12]([F:21])[CH:11]=1)(C(C)(C)C)(C)C.Cl. The catalyst is O1CCOCC1.C(OCC)(=O)C. The product is [Cl:20][C:19]1[C:10]([CH2:9][OH:8])=[CH:11][C:12]([F:21])=[C:13]([CH:18]=1)[C:14]([O:16][CH3:17])=[O:15]. The yield is 0.560. (10) The reactants are [C:1]([CH:9]([C:11](=O)[C:12]1[CH:17]=[CH:16][CH:15]=[CH:14][CH:13]=1)C)(=O)[C:2]1[CH:7]=[CH:6][CH:5]=[CH:4][CH:3]=1.[C:19]([O:23][C:24]([CH3:27])([CH3:26])[CH3:25])(=[O:22])[NH:20][NH2:21].[CH3:28]CO. The catalyst is CC(O)=O.O. The product is [C:24]([O:23][C:19](=[O:22])[NH:20][N:21]1[C:12]([C:17]2[CH:16]=[CH:15][CH:14]=[CH:13][CH:28]=2)=[CH:11][CH:9]=[C:1]1[C:2]1[CH:3]=[CH:4][CH:5]=[CH:6][CH:7]=1)([CH3:27])([CH3:26])[CH3:25]. The yield is 0.960.